From a dataset of Full USPTO retrosynthesis dataset with 1.9M reactions from patents (1976-2016). Predict the reactants needed to synthesize the given product. (1) The reactants are: C(OC(=O)[NH:10][CH2:11][C@H:12]1[CH2:17][CH2:16][CH2:15][N:14]([C:18]2[C:27]3[C:22](=[CH:23][C:24]([CH3:28])=[CH:25][CH:26]=3)[N:21]=[C:20]([C:29]3[CH:34]=[CH:33][CH:32]=[CH:31][C:30]=3[OH:35])[N:19]=2)[CH2:13]1)C1C=CC=CC=1. Given the product [NH2:10][CH2:11][C@H:12]1[CH2:17][CH2:16][CH2:15][N:14]([C:18]2[C:27]3[C:22](=[CH:23][C:24]([CH3:28])=[CH:25][CH:26]=3)[N:21]=[C:20]([C:29]3[CH:34]=[CH:33][CH:32]=[CH:31][C:30]=3[OH:35])[N:19]=2)[CH2:13]1, predict the reactants needed to synthesize it. (2) The reactants are: Br[C:2]1[C:11]([CH3:12])=[CH:10][CH:9]=[CH:8][C:3]=1[C:4]([O:6][CH3:7])=[O:5].[O:13]1[CH2:18][CH2:17]C(=O)[CH2:15][CH:14]1[CH:20]1[CH2:25][CH2:24][O:23][CH2:22][CH2:21]1.CC1(C)C2C(=C(P(C3C=CC=CC=3)C3C=CC=CC=3)C=CC=2)OC2C(P(C3C=CC=CC=3)C3C=CC=CC=3)=CC=CC1=2.C([O-])([O-])=O.[Cs+].[Cs+]. Given the product [CH3:12][C:11]1[C:2]2[C:17]3[CH2:18][O:13][CH:14]([CH:20]4[CH2:25][CH2:24][O:23][CH2:22][CH2:21]4)[CH2:15][C:7]=3[O:6][C:4](=[O:5])[C:3]=2[CH:8]=[CH:9][CH:10]=1, predict the reactants needed to synthesize it. (3) Given the product [O:1]=[S:2]1(=[O:19])[CH2:7][CH2:6][CH:5]([O:8][CH2:9][CH2:10][O:11][C:12]2[CH:17]=[CH:16][C:15]([NH:18][C:29]3[CH:28]=[C:23]([CH:22]=[CH:21][C:30]=3[C:31]3([CH3:36])[O:32][CH2:33][CH2:34][O:35]3)[C:24]([O:26][CH3:27])=[O:25])=[CH:14][CH:13]=2)[CH2:4][CH2:3]1, predict the reactants needed to synthesize it. The reactants are: [O:1]=[S:2]1(=[O:19])[CH2:7][CH2:6][CH:5]([O:8][CH2:9][CH2:10][O:11][C:12]2[CH:17]=[CH:16][C:15]([NH2:18])=[CH:14][CH:13]=2)[CH2:4][CH2:3]1.Br[C:21]1[CH:22]=[C:23]([CH:28]=[CH:29][C:30]=1[C:31]1([CH3:36])[O:35][CH2:34][CH2:33][O:32]1)[C:24]([O:26][CH3:27])=[O:25]. (4) Given the product [F:39][C:35]1[CH:34]=[C:33]([CH:38]=[CH:37][CH:36]=1)[CH2:32][N:28]1[C:29]2[C:25](=[CH:24][C:23]([NH:22][C:20]3[C:21]4=[C:13]([CH2:12][N:9]5[CH2:8][CH2:7][CH:6]([NH:5][CH2:3][CH2:2][C:1]#[N:4])[CH2:11][CH2:10]5)[CH:14]=[CH:15][N:16]4[N:17]=[CH:18][N:19]=3)=[CH:31][CH:30]=2)[CH:26]=[N:27]1, predict the reactants needed to synthesize it. The reactants are: [C:1](#[N:4])[CH:2]=[CH2:3].[NH2:5][CH:6]1[CH2:11][CH2:10][N:9]([CH2:12][C:13]2[CH:14]=[CH:15][N:16]3[C:21]=2[C:20]([NH:22][C:23]2[CH:24]=[C:25]4[C:29](=[CH:30][CH:31]=2)[N:28]([CH2:32][C:33]2[CH:38]=[CH:37][CH:36]=[C:35]([F:39])[CH:34]=2)[N:27]=[CH:26]4)=[N:19][CH:18]=[N:17]3)[CH2:8][CH2:7]1. (5) Given the product [F:11][C:7]1[C:6]([CH3:12])=[C:5]([CH:10]=[CH:9][CH:8]=1)[CH2:4][C:3]1[C:14]([C:15]2[CH:20]=[CH:19][CH:18]=[CH:17][CH:16]=2)=[C:21]2[N:22]([CH:2]=1)[CH:23]=[CH:24][CH:25]=[CH:26]2, predict the reactants needed to synthesize it. The reactants are: Br[CH2:2][C:3](=O)[CH2:4][C:5]1[CH:10]=[CH:9][CH:8]=[C:7]([F:11])[C:6]=1[CH3:12].[CH2:14]([C:21]1[CH:26]=[CH:25][CH:24]=[CH:23][N:22]=1)[C:15]1[CH:20]=[CH:19][CH:18]=[CH:17][CH:16]=1. (6) Given the product [Br:15][C:16]1[CH:17]=[C:18]([CH2:22][CH2:23][C:24]([O:26][CH2:27][CH3:28])=[O:25])[CH:19]=[N:20][CH:21]=1, predict the reactants needed to synthesize it. The reactants are: BrC1C=C(/C=C/C(OCC)=O)C=CC=1.[Br:15][C:16]1[CH:17]=[C:18](/[CH:22]=[CH:23]\[C:24]([O:26][CH2:27][CH3:28])=[O:25])[CH:19]=[N:20][CH:21]=1.[BH4-].[Na+].